Task: Predict the reaction yield, written as a fraction of the theoretical maximum amount of product (1.0 means a 100% yield; for example, 0.34 means a 34% yield).. Dataset: Reaction yield outcomes from USPTO patents with 853,638 reactions (1) The reactants are [CH3:1][C:2]1[CH:7]=[CH:6][C:5]([C:8](=O)[CH2:9][C:10](=O)[C:11]([O:13][CH3:14])=[O:12])=[CH:4][CH:3]=1.Cl.[NH:18]([C:20]1[CH:25]=[C:24]([C:26]#[N:27])[CH:23]=[CH:22][N:21]=1)[NH2:19]. The catalyst is CC(O)=O. The product is [C:26]([C:24]1[CH:23]=[CH:22][N:21]=[C:20]([N:18]2[C:8]([C:5]3[CH:6]=[CH:7][C:2]([CH3:1])=[CH:3][CH:4]=3)=[CH:9][C:10]([C:11]([O:13][CH3:14])=[O:12])=[N:19]2)[CH:25]=1)#[N:27]. The yield is 0.850. (2) The catalyst is C1C=CC(/C=C/C(/C=C/C2C=CC=CC=2)=O)=CC=1.C1C=CC(/C=C/C(/C=C/C2C=CC=CC=2)=O)=CC=1.C1C=CC(/C=C/C(/C=C/C2C=CC=CC=2)=O)=CC=1.[Pd].[Pd].C1(P(C2C=CC=CC=2)C2C=CC3C(=CC=CC=3)C=2C2C3C(=CC=CC=3)C=CC=2P(C2C=CC=CC=2)C2C=CC=CC=2)C=CC=CC=1.O1CCOCC1. The reactants are Br[C:2]1[CH:3]=[C:4]2[C:9](=[CH:10][CH:11]=1)[CH:8]=[N:7][CH:6]=[C:5]2[Cl:12].CC(C)([O-])C.[Na+].[N:19]1([C:25](=[O:27])[CH3:26])[CH2:24][CH2:23][NH:22][CH2:21][CH2:20]1. The yield is 0.840. The product is [Cl:12][C:5]1[C:4]2[C:9](=[CH:10][CH:11]=[C:2]([N:22]3[CH2:23][CH2:24][N:19]([C:25](=[O:27])[CH3:26])[CH2:20][CH2:21]3)[CH:3]=2)[CH:8]=[N:7][CH:6]=1. (3) The reactants are [NH2:1][C@H:2]1[CH2:7][CH2:6][N:5]([C:8]([O:10][C:11]([CH3:14])([CH3:13])[CH3:12])=[O:9])[CH2:4][C@H:3]1[O:15][CH3:16].[Br:17][C:18]1[N:19]=[C:20]([C:24](O)=[O:25])[NH:21][C:22]=1[CH3:23].CCN=C=NCCCN(C)C.Cl.C1C=CC2N(O)N=NC=2C=1. No catalyst specified. The product is [Br:17][C:18]1[N:19]=[C:20]([C:24]([NH:1][C@H:2]2[CH2:7][CH2:6][N:5]([C:8]([O:10][C:11]([CH3:12])([CH3:13])[CH3:14])=[O:9])[CH2:4][C@H:3]2[O:15][CH3:16])=[O:25])[NH:21][C:22]=1[CH3:23]. The yield is 0.830. (4) The reactants are [CH3:1][C:2]1[C:7]([CH:8]([S:18]([C:21]2[CH:22]=[N:23][C:24]([C:27]([F:30])([F:29])[F:28])=[CH:25][CH:26]=2)(=[O:20])=[O:19])[C:9]2[C:14]([F:15])=[CH:13][CH:12]=[C:11]([F:16])[C:10]=2[F:17])=[CH:6][N:5]=[C:4]([C:31]([OH:33])=O)[CH:3]=1.F[P-](F)(F)(F)(F)F.[N:41]1(O[P+](N2CCCC2)(N2CCCC2)N2CCCC2)C2C=CC=CC=2N=N1.N1(O)C2C=CC=CC=2N=N1.[Cl-].[NH4+].C(N(C(C)C)C(C)C)C. The catalyst is CN(C)C=O.C(OCC)(=O)C. The product is [CH3:1][C:2]1[C:7]([CH:8]([S:18]([C:21]2[CH:22]=[N:23][C:24]([C:27]([F:29])([F:30])[F:28])=[CH:25][CH:26]=2)(=[O:20])=[O:19])[C:9]2[C:14]([F:15])=[CH:13][CH:12]=[C:11]([F:16])[C:10]=2[F:17])=[CH:6][N:5]=[C:4]([C:31]([NH2:41])=[O:33])[CH:3]=1. The yield is 0.580. (5) The reactants are [C:1]([O:5][C:6](=[O:27])[NH:7][CH2:8][CH2:9][C@H:10]([N:12]1[CH2:17][CH2:16][CH:15]([NH:18][C:19]2[CH:24]=[CH:23][C:22]([O:25][CH3:26])=[CH:21][CH:20]=2)[CH2:14][CH2:13]1)[CH3:11])([CH3:4])([CH3:3])[CH3:2].Br[CH2:29][C:30]1[N:35]=[C:34]([C:36]#[N:37])[CH:33]=[CH:32][CH:31]=1.CCN(C(C)C)C(C)C. The catalyst is CC#N. The product is [C:1]([O:5][C:6](=[O:27])[NH:7][CH2:8][CH2:9][C@H:10]([N:12]1[CH2:17][CH2:16][CH:15]([N:18]([CH2:29][C:30]2[CH:31]=[CH:32][CH:33]=[C:34]([C:36]#[N:37])[N:35]=2)[C:19]2[CH:20]=[CH:21][C:22]([O:25][CH3:26])=[CH:23][CH:24]=2)[CH2:14][CH2:13]1)[CH3:11])([CH3:4])([CH3:2])[CH3:3]. The yield is 0.780. (6) The reactants are [OH-].[Na+].[F:3][CH:4]([F:10])[CH2:5][O:6][CH2:7][CH2:8][OH:9].[S:11](Cl)([C:14]1[CH:20]=[CH:19][C:17]([CH3:18])=[CH:16][CH:15]=1)(=[O:13])=[O:12]. The catalyst is C1COCC1.O. The product is [CH3:18][C:17]1[CH:19]=[CH:20][C:14]([S:11]([O:9][CH2:8][CH2:7][O:6][CH2:5][CH:4]([F:10])[F:3])(=[O:13])=[O:12])=[CH:15][CH:16]=1. The yield is 0.819. (7) The reactants are [CH3:1][C:2]1[CH:3]=[C:4]([C:35]([O:37][CH3:38])=[O:36])[S:5][C:6]=1[C:7]1[CH:8]=[C:9]2[C:14](=[C:15]([O:17]COCC[Si](C)(C)C)[CH:16]=1)[N:13]=[CH:12][N:11](COCC[Si](C)(C)C)[C:10]2=[O:34]. The catalyst is O.C(O)=O. The product is [OH:17][C:15]1[CH:16]=[C:7]([C:6]2[S:5][C:4]([C:35]([O:37][CH3:38])=[O:36])=[CH:3][C:2]=2[CH3:1])[CH:8]=[C:9]2[C:14]=1[N:13]=[CH:12][NH:11][C:10]2=[O:34]. The yield is 0.570.